Dataset: Catalyst prediction with 721,799 reactions and 888 catalyst types from USPTO. Task: Predict which catalyst facilitates the given reaction. (1) Reactant: Br[C:2]1[CH:12]=[CH:11][CH:10]=[C:9]([N:13]2[CH2:22][CH2:21][C:20]3[C:15](=[CH:16][CH:17]=[C:18]([N:23]([CH3:25])[CH3:24])[CH:19]=3)[C:14]2=[O:26])[C:3]=1[CH2:4][O:5][C:6](=[O:8])[CH3:7].[B:27]1([B:27]2[O:31][C:30]([CH3:33])([CH3:32])[C:29]([CH3:35])([CH3:34])[O:28]2)[O:31][C:30]([CH3:33])([CH3:32])[C:29]([CH3:35])([CH3:34])[O:28]1.C([O-])(=O)C.[K+].ClCCl. Product: [CH3:24][N:23]([CH3:25])[C:18]1[CH:19]=[C:20]2[C:15](=[CH:16][CH:17]=1)[C:14](=[O:26])[N:13]([C:9]1[CH:10]=[CH:11][CH:12]=[C:2]([B:27]3[O:31][C:30]([CH3:33])([CH3:32])[C:29]([CH3:35])([CH3:34])[O:28]3)[C:3]=1[CH2:4][O:5][C:6](=[O:8])[CH3:7])[CH2:22][CH2:21]2. The catalyst class is: 16. (2) Reactant: [N:1]1[CH:6]=[CH:5][CH:4]=[C:3]([N:7]2[CH2:10][CH:9]([C:11]([NH:13][C:14]3[CH:33]=[CH:32][C:17]([O:18][CH:19]4[CH2:24][CH2:23][N:22](C(OC(C)(C)C)=O)[CH2:21][CH2:20]4)=[CH:16][CH:15]=3)=[O:12])[CH2:8]2)[CH:2]=1.FC(F)(F)C(O)=O. Product: [NH:22]1[CH2:23][CH2:24][CH:19]([O:18][C:17]2[CH:16]=[CH:15][C:14]([NH:13][C:11]([CH:9]3[CH2:10][N:7]([C:3]4[CH:2]=[N:1][CH:6]=[CH:5][CH:4]=4)[CH2:8]3)=[O:12])=[CH:33][CH:32]=2)[CH2:20][CH2:21]1. The catalyst class is: 4. (3) The catalyst class is: 67. Reactant: [C:1]([C:5]1[N:6]=[C:7]([N:43]2[CH2:47][CH2:46][C:45]([F:49])([F:48])[CH2:44]2)[C:8]2[C:9](=[N:11][N:12]([CH2:14][C:15]3[C:16]([C:39]([F:42])([F:41])[F:40])=[N:17][N:18](C(C4C=CC=CC=4)(C4C=CC=CC=4)C4C=CC=CC=4)[CH:19]=3)[N:13]=2)[N:10]=1)([CH3:4])([CH3:3])[CH3:2].C([SiH](CC)CC)C. Product: [C:1]([C:5]1[N:6]=[C:7]([N:43]2[CH2:47][CH2:46][C:45]([F:48])([F:49])[CH2:44]2)[C:8]2[C:9](=[N:11][N:12]([CH2:14][C:15]3[C:16]([C:39]([F:40])([F:41])[F:42])=[N:17][NH:18][CH:19]=3)[N:13]=2)[N:10]=1)([CH3:4])([CH3:2])[CH3:3]. (4) Reactant: [CH3:1][NH:2][C:3]1[N:4]=[CH:5][C:6]2[CH:12]=[CH:11][C:10]([CH3:13])=[N:9][C:7]=2[N:8]=1.[Al].[Br:15]N1C(=O)CCC1=O. Product: [Br:15][C:11]1[C:10]([CH3:13])=[N:9][C:7]2[N:8]=[C:3]([NH:2][CH3:1])[N:4]=[CH:5][C:6]=2[CH:12]=1. The catalyst class is: 10. (5) Reactant: Cl[CH2:2][CH2:3][CH2:4][CH2:5][CH2:6][CH2:7][N:8]1[C:16]2[C:11](=[CH:12][CH:13]=[CH:14][CH:15]=2)[CH:10]=[CH:9]1.[CH3:17][CH:18]([CH3:34])[C:19]([NH:21][C:22]1[CH:27]=[CH:26][CH:25]=[C:24]([CH:28]2[CH2:33][CH2:32][NH:31][CH2:30][CH2:29]2)[CH:23]=1)=[O:20].C([O-])([O-])=O.[K+].[K+].[Na+].[I-]. Product: [N:8]1([CH2:7][CH2:6][CH2:5][CH2:4][CH2:3][CH2:2][N:31]2[CH2:32][CH2:33][CH:28]([C:24]3[CH:23]=[C:22]([NH:21][C:19](=[O:20])[CH:18]([CH3:17])[CH3:34])[CH:27]=[CH:26][CH:25]=3)[CH2:29][CH2:30]2)[C:16]2[C:11](=[CH:12][CH:13]=[CH:14][CH:15]=2)[CH:10]=[CH:9]1. The catalyst class is: 3. (6) Reactant: [Cl:1][C:2]1[CH:3]=[C:4]([CH:19]=[CH:20][C:21]=1[O:22][CH3:23])[CH2:5][NH:6][C:7]1[C:12]([C:13](Cl)=[O:14])=[C:11]([Cl:16])[N:10]=[C:9]([S:17][CH3:18])[N:8]=1.C(Cl)Cl.[CH2:27]([O:34][CH2:35][CH2:36][OH:37])[C:28]1[CH:33]=[CH:32][CH:31]=[CH:30][CH:29]=1.C(=O)([O-])O.[Na+]. Product: [Cl:1][C:2]1[CH:3]=[C:4]([CH:19]=[CH:20][C:21]=1[O:22][CH3:23])[CH2:5][NH:6][C:7]1[C:12]([C:13]([O:37][CH2:36][CH2:35][O:34][CH2:27][C:28]2[CH:33]=[CH:32][CH:31]=[CH:30][CH:29]=2)=[O:14])=[C:11]([Cl:16])[N:10]=[C:9]([S:17][CH3:18])[N:8]=1. The catalyst class is: 6. (7) Reactant: Br.[CH3:2][C:3]1[N:4]=[C:5]([CH3:17])[C:6]2[N:7]([CH:9]=[C:10]([C:12]([O:14]CC)=[O:13])[N:11]=2)[CH:8]=1.[OH-].[Na+].[ClH:20]. Product: [ClH:20].[CH3:2][C:3]1[N:4]=[C:5]([CH3:17])[C:6]2[N:7]([CH:9]=[C:10]([C:12]([OH:14])=[O:13])[N:11]=2)[CH:8]=1. The catalyst class is: 40.